This data is from Reaction yield outcomes from USPTO patents with 853,638 reactions. The task is: Predict the reaction yield, written as a fraction of the theoretical maximum amount of product (1.0 means a 100% yield; for example, 0.34 means a 34% yield). (1) The reactants are CN(C(ON1N=NC2C=CC=CC1=2)=[N+](C)C)C.[B-](F)(F)(F)F.C(N(C(C)C)CC)(C)C.[CH3:32][C:33]([O:36][C:37]([N:39]1[CH2:44][CH2:43][CH:42]([C:45]([OH:47])=O)[CH2:41][CH2:40]1)=[O:38])([CH3:35])[CH3:34].[Br:48][C:49]1[N:54]=[CH:53][C:52]([NH2:55])=[CH:51][CH:50]=1. The catalyst is CN(C=O)C.O. The product is [Br:48][C:49]1[N:54]=[CH:53][C:52]([NH:55][C:45]([CH:42]2[CH2:41][CH2:40][N:39]([C:37]([O:36][C:33]([CH3:32])([CH3:34])[CH3:35])=[O:38])[CH2:44][CH2:43]2)=[O:47])=[CH:51][CH:50]=1. The yield is 0.770. (2) The reactants are Cl.O1CCOCC1.[Cl:8][C:9]1[CH:29]=[CH:28][C:12]([CH2:13][C:14]2([OH:27])[CH2:19][CH2:18][N:17](C(OC(C)(C)C)=O)[CH2:16][CH2:15]2)=[C:11]([O:30][CH3:31])[CH:10]=1. The catalyst is O1CCOCC1. The product is [ClH:8].[Cl:8][C:9]1[CH:29]=[CH:28][C:12]([CH2:13][C:14]2([OH:27])[CH2:15][CH2:16][NH:17][CH2:18][CH2:19]2)=[C:11]([O:30][CH3:31])[CH:10]=1. The yield is 0.860. (3) The yield is 0.480. The product is [C:5]([C:4]1[CH:3]=[C:2]([NH:1][CH:13]([C:15]2[CH:16]=[C:17]([C:32]([N:34]([CH3:36])[CH3:35])=[O:33])[CH:18]=[C:19]3[C:24]=2[O:23][C:22]([N:25]2[CH2:30][CH2:29][O:28][CH2:27][CH2:26]2)=[CH:21][C:20]3=[O:31])[CH3:14])[CH:9]=[C:8]([CH3:10])[CH:7]=1)#[N:6]. The reactants are [NH2:1][C:2]1[CH:3]=[C:4]([CH:7]=[C:8]([CH3:10])[CH:9]=1)[C:5]#[N:6].Br.Br[CH:13]([C:15]1[CH:16]=[C:17]([C:32]([N:34]([CH3:36])[CH3:35])=[O:33])[CH:18]=[C:19]2[C:24]=1[O:23][C:22]([N:25]1[CH2:30][CH2:29][O:28][CH2:27][CH2:26]1)=[CH:21][C:20]2=[O:31])[CH3:14]. No catalyst specified. (4) The reactants are [F:1][C:2]1[CH:3]=[CH:4][C:5]2[N:9]=[C:8]([C@@H:10]([NH2:12])[CH3:11])[N:7]([C:13]3[CH:18]=[CH:17][CH:16]=[C:15]([F:19])[CH:14]=3)[C:6]=2[CH:20]=1.Cl[C:22]1[N:30]=[CH:29][N:28]=[C:27]2[C:23]=1[N:24]=[CH:25][N:26]2C1CCCCO1.CCN(C(C)C)C(C)C. The catalyst is C(O)CCC. The product is [F:1][C:2]1[CH:3]=[CH:4][C:5]2[N:9]=[C:8]([C@@H:10]([NH:12][C:22]3[N:30]=[CH:29][N:28]=[C:27]4[C:23]=3[N:24]=[CH:25][NH:26]4)[CH3:11])[N:7]([C:13]3[CH:18]=[CH:17][CH:16]=[C:15]([F:19])[CH:14]=3)[C:6]=2[CH:20]=1. The yield is 0.200. (5) The reactants are [CH:1]([O:14][C:15]([C:17]1([O:20]/[N:21]=[C:22](/[C:26]2[N:27]=[C:28]([NH:31][C:32]([O:34][C:35]([CH3:38])([CH3:37])[CH3:36])=[O:33])[S:29][CH:30]=2)\[C:23](O)=[O:24])[CH2:19][CH2:18]1)=[O:16])([C:8]1[CH:13]=[CH:12][CH:11]=[CH:10][CH:9]=1)[C:2]1[CH:7]=[CH:6][CH:5]=[CH:4][CH:3]=1.[NH2:39][C@@H:40]1[C:43](=[O:44])[NH:42][C@@H:41]1[CH2:45][N:46]1[N:50]=[C:49]2[CH2:51][N:52]([C:54]([O:56][C:57]([CH3:60])([CH3:59])[CH3:58])=[O:55])[CH2:53][C:48]2=[N:47]1.CN(C(ON1N=NC2C=CC=NC1=2)=[N+](C)C)C.F[P-](F)(F)(F)(F)F.CCN(C(C)C)C(C)C. The catalyst is CN(C=O)C.CCOC(C)=O. The product is [CH:1]([O:14][C:15]([C:17]1([O:20]/[N:21]=[C:22](/[C:26]2[N:27]=[C:28]([NH:31][C:32]([O:34][C:35]([CH3:38])([CH3:37])[CH3:36])=[O:33])[S:29][CH:30]=2)\[C:23]([NH:39][C@@H:40]2[C:43](=[O:44])[NH:42][C@@H:41]2[CH2:45][N:46]2[N:50]=[C:49]3[CH2:51][N:52]([C:54]([O:56][C:57]([CH3:60])([CH3:59])[CH3:58])=[O:55])[CH2:53][C:48]3=[N:47]2)=[O:24])[CH2:19][CH2:18]1)=[O:16])([C:2]1[CH:7]=[CH:6][CH:5]=[CH:4][CH:3]=1)[C:8]1[CH:9]=[CH:10][CH:11]=[CH:12][CH:13]=1. The yield is 0.810. (6) The reactants are [Cl:1][C:2]1[C:7]([NH:8][C:9](=O)[C:10]2[CH:15]=[C:14]([C:16]3[CH:21]=[CH:20][CH:19]=[C:18]([F:22])[CH:17]=3)[CH:13]=[CH:12][C:11]=2[F:23])=[C:6]([F:25])[C:5]([OH:26])=[CH:4][CH:3]=1. The catalyst is C1COCC1. The product is [Cl:1][C:2]1[CH:3]=[CH:4][C:5]([OH:26])=[C:6]([F:25])[C:7]=1[NH:8][CH2:9][C:10]1[CH:15]=[C:14]([C:16]2[CH:21]=[CH:20][CH:19]=[C:18]([F:22])[CH:17]=2)[CH:13]=[CH:12][C:11]=1[F:23]. The yield is 0.680. (7) The reactants are Br[C:2]1[CH:3]=[C:4]2[CH:10]=[CH:9][N:8]([Si:11]([C:14]([CH3:17])([CH3:16])[CH3:15])([CH3:13])[CH3:12])[C:5]2=[N:6][CH:7]=1.C(=O)([O-])[O-].[Na+].[Na+]. The catalyst is COCCOC.C(OCC)(=O)C. The product is [C:14]([Si:11]([CH3:13])([CH3:12])[N:8]1[C:5]2=[N:6][CH:7]=[C:2]([C:4]3[CH:5]=[N:6][CH:7]=[CH:2][CH:3]=3)[CH:3]=[C:4]2[CH:10]=[CH:9]1)([CH3:17])([CH3:16])[CH3:15]. The yield is 0.570. (8) The reactants are [CH3:1][O:2][N:3]=[C:4]([CH3:15])[CH2:5][C:6]1[C:11]([Cl:12])=[CH:10][C:9]([Cl:13])=[CH:8][C:7]=1[Cl:14].C([BH3-])#N.[Na+]. The product is [CH3:1][O:2][NH:3][CH:4]([CH3:15])[CH2:5][C:6]1[C:7]([Cl:14])=[CH:8][C:9]([Cl:13])=[CH:10][C:11]=1[Cl:12]. The catalyst is C(O)(=O)C. The yield is 1.00. (9) The yield is 0.460. The catalyst is C(Cl)(Cl)Cl. The reactants are [CH3:1][N:2]1[C:6]([C:7]2[CH:8]=[C:9]([C:12]([OH:14])=O)[S:10][CH:11]=2)=[CH:5][CH:4]=[N:3]1.[NH2:15][C@@H:16]([CH2:29][C:30]1[CH:35]=[CH:34][C:33]([F:36])=[CH:32][C:31]=1[F:37])[CH2:17][N:18]1[C:26](=[O:27])[C:25]2[C:20](=[CH:21][CH:22]=[CH:23][CH:24]=2)[C:19]1=[O:28].FC1C=CC=C(F)C=1C[C@@H](C(O)=O)N.C1CN([P+](Br)(N2CCCC2)N2CCCC2)CC1.F[P-](F)(F)(F)(F)F.CCN(C(C)C)C(C)C. The product is [F:37][C:31]1[CH:32]=[C:33]([F:36])[CH:34]=[CH:35][C:30]=1[CH2:29][C@H:16]([NH:15][C:12]([C:9]1[S:10][CH:11]=[C:7]([C:6]2[N:2]([CH3:1])[N:3]=[CH:4][CH:5]=2)[CH:8]=1)=[O:14])[CH2:17][N:18]1[C:26](=[O:27])[C:25]2[C:20](=[CH:21][CH:22]=[CH:23][CH:24]=2)[C:19]1=[O:28].